Task: Regression. Given a peptide amino acid sequence and an MHC pseudo amino acid sequence, predict their binding affinity value. This is MHC class II binding data.. Dataset: Peptide-MHC class II binding affinity with 134,281 pairs from IEDB (1) The peptide sequence is NVKCKTPTQLAETID. The MHC is DRB4_0101 with pseudo-sequence DRB4_0103. The binding affinity (normalized) is 0.129. (2) The peptide sequence is NFTVGRIIELFTAKG. The MHC is DRB1_1201 with pseudo-sequence DRB1_1201. The binding affinity (normalized) is 0.334. (3) The peptide sequence is VGLSYSQTMLLKDLM. The MHC is DRB1_0701 with pseudo-sequence DRB1_0701. The binding affinity (normalized) is 0.876.